Dataset: Forward reaction prediction with 1.9M reactions from USPTO patents (1976-2016). Task: Predict the product of the given reaction. (1) Given the reactants C([O:3][C:4](=O)[CH:5]([N:12]1[C:16]2[CH:17]=[CH:18][CH:19]=[CH:20][C:15]=2[N:14]=[C:13]1[C:21]1[CH:26]=[CH:25][C:24]([Cl:27])=[CH:23][CH:22]=1)[CH:6]1[CH2:11][CH2:10][CH2:9][CH2:8][CH2:7]1)C.[H-].[Al+3].[Li+].[H-].[H-].[H-], predict the reaction product. The product is: [Cl:27][C:24]1[CH:25]=[CH:26][C:21]([C:13]2[N:12]([CH:5]([CH:6]3[CH2:11][CH2:10][CH2:9][CH2:8][CH2:7]3)[CH2:4][OH:3])[C:16]3[CH:17]=[CH:18][CH:19]=[CH:20][C:15]=3[N:14]=2)=[CH:22][CH:23]=1. (2) Given the reactants [F:1][C:2]([F:22])([F:21])[C:3](N1CCC2C(=CC3NC(=O)C=NC=3C=2)CC1)=[O:4].[Cl:23][C:24]1[CH:25]=[N:26][C:27]2[CH:28]=[C:29]3[CH2:38][CH2:37][NH:36][CH2:35][CH2:34][C:30]3=[CH:31][C:32]=2[N:33]=1.C(=O)(O)[O-:40].[Na+].C(=O)([O-])[O-].[K+].[K+], predict the reaction product. The product is: [F:1][C:2]([F:22])([F:21])[C:3]([OH:40])=[O:4].[Cl:23][C:24]1[CH:25]=[N:26][C:27]2[CH:28]=[C:29]3[CH2:38][CH2:37][NH:36][CH2:35][CH2:34][C:30]3=[CH:31][C:32]=2[N:33]=1. (3) The product is: [CH2:1]([CH:8]1[CH2:9][CH2:10][N:11]([CH:14]([CH3:21])[CH2:15][CH2:16][OH:17])[CH2:12][CH2:13]1)[C:2]1[CH:7]=[CH:6][CH:5]=[CH:4][CH:3]=1. Given the reactants [CH2:1]([CH:8]1[CH2:13][CH2:12][N:11]([CH:14]([CH3:21])[CH2:15][C:16](OCC)=[O:17])[CH2:10][CH2:9]1)[C:2]1[CH:7]=[CH:6][CH:5]=[CH:4][CH:3]=1.[H-].[H-].[H-].[H-].[Li+].[Al+3], predict the reaction product.